Task: Predict which catalyst facilitates the given reaction.. Dataset: Catalyst prediction with 721,799 reactions and 888 catalyst types from USPTO Reactant: [NH2:1][CH2:2][CH2:3][NH:4][CH2:5][CH2:6][NH:7][CH2:8][CH2:9][NH:10][CH2:11][CH2:12][NH2:13].[CH2:14]([CH:16]1[O:18][CH2:17]1)[Cl:15]. Product: [CH2:17]1[O:18][CH:16]1[CH2:14][Cl:15].[CH2:12]([NH2:13])[CH2:11][NH:10][CH2:9][CH2:8][NH:7][CH2:6][CH2:5][NH:4][CH2:3][CH2:2][NH2:1]. The catalyst class is: 6.